This data is from Reaction yield outcomes from USPTO patents with 853,638 reactions. The task is: Predict the reaction yield, written as a fraction of the theoretical maximum amount of product (1.0 means a 100% yield; for example, 0.34 means a 34% yield). (1) The reactants are [CH3:1][O:2][C:3]1[CH:8]=[CH:7][C:6]([N:9]2[C:13]3[N:14]=[C:15]([CH3:21])[CH:16]=[C:17]([C:18]([OH:20])=O)[C:12]=3[C:11]([CH3:22])=[N:10]2)=[CH:5][CH:4]=1.[NH2:23][C:24]1[C:25]([CH3:31])=[CH:26][C:27]([CH3:30])=[N:28][CH:29]=1.C(N(CC)CC)C.CCCP1(OP(CCC)(=O)OP(CCC)(=O)O1)=O. The catalyst is C1COCC1.O. The yield is 0.670. The product is [CH3:31][C:25]1[CH:26]=[C:27]([CH3:30])[N:28]=[CH:29][C:24]=1[NH:23][C:18]([C:17]1[C:12]2[C:11]([CH3:22])=[N:10][N:9]([C:6]3[CH:7]=[CH:8][C:3]([O:2][CH3:1])=[CH:4][CH:5]=3)[C:13]=2[N:14]=[C:15]([CH3:21])[CH:16]=1)=[O:20]. (2) The reactants are [OH:1][C:2]1[CH:9]=[CH:8][C:5]([CH2:6][OH:7])=[CH:4][CH:3]=1.C(=O)([O-])[O-].[K+].[K+].Cl[CH2:17][C:18](=[O:20])[CH3:19]. The catalyst is CC(C)=O. The product is [OH:7][CH2:6][C:5]1[CH:8]=[CH:9][C:2]([O:1][CH2:17][C:18](=[O:20])[CH3:19])=[CH:3][CH:4]=1. The yield is 0.980. (3) The reactants are [H-].[Na+].[F:3][C:4]1[C:9]([C:10]2[NH:14][CH:13]=[C:12]([CH2:15][N:16]([CH3:24])[C:17](=[O:23])[O:18][C:19]([CH3:22])([CH3:21])[CH3:20])[CH:11]=2)=[CH:8][CH:7]=[CH:6][N:5]=1.C1OCCOCCOCCOCCOC1.[O:40]1[CH:44]=[CH:43][C:42]([S:45](Cl)(=[O:47])=[O:46])=[CH:41]1. The catalyst is O1CCCC1.O. The product is [F:3][C:4]1[C:9]([C:10]2[N:14]([S:45]([C:42]3[CH:43]=[CH:44][O:40][CH:41]=3)(=[O:47])=[O:46])[CH:13]=[C:12]([CH2:15][N:16]([CH3:24])[C:17](=[O:23])[O:18][C:19]([CH3:20])([CH3:21])[CH3:22])[CH:11]=2)=[CH:8][CH:7]=[CH:6][N:5]=1. The yield is 0.730. (4) The reactants are [NH2:1][C:2]1[N:7]=[CH:6][N:5]=[C:4]2[N:8]([C@@H:25]3[CH2:30][CH2:29][CH2:28][N:27]([C:31](=[O:35])[CH2:32][C:33]#[N:34])[CH2:26]3)[N:9]=[C:10]([C:11]3[CH:16]=[CH:15][C:14]([O:17][C:18]4[CH:23]=[CH:22][CH:21]=[C:20]([F:24])[CH:19]=4)=[CH:13][CH:12]=3)[C:3]=12.[CH:36]1([CH:39]=O)[CH2:38][CH2:37]1.N1CCCCC1.ClCCl. The catalyst is CO. The product is [NH2:1][C:2]1[N:7]=[CH:6][N:5]=[C:4]2[N:8]([C@@H:25]3[CH2:30][CH2:29][CH2:28][N:27]([C:31]([C:32](=[CH:39][CH:36]4[CH2:38][CH2:37]4)[C:33]#[N:34])=[O:35])[CH2:26]3)[N:9]=[C:10]([C:11]3[CH:16]=[CH:15][C:14]([O:17][C:18]4[CH:23]=[CH:22][CH:21]=[C:20]([F:24])[CH:19]=4)=[CH:13][CH:12]=3)[C:3]=12. The yield is 0.270. (5) The reactants are [CH2:1]([O:8][C:9]1[CH:10]=[C:11]2[C:16](=[CH:17][CH:18]=1)[C:15](=[O:19])[N:14]([CH2:20][CH:21]([CH3:23])[CH3:22])[C:13]([C:24]([O:26]C)=[O:25])=[C:12]2[C:28]1[CH:33]=[CH:32][C:31]([F:34])=[CH:30][CH:29]=1)[C:2]1[CH:7]=[CH:6][CH:5]=[CH:4][CH:3]=1.O.[OH-].[Li+].O.Cl. The catalyst is CO. The product is [CH2:1]([O:8][C:9]1[CH:10]=[C:11]2[C:16](=[CH:17][CH:18]=1)[C:15](=[O:19])[N:14]([CH2:20][CH:21]([CH3:23])[CH3:22])[C:13]([C:24]([OH:26])=[O:25])=[C:12]2[C:28]1[CH:33]=[CH:32][C:31]([F:34])=[CH:30][CH:29]=1)[C:2]1[CH:3]=[CH:4][CH:5]=[CH:6][CH:7]=1. The yield is 0.805. (6) No catalyst specified. The yield is 0.410. The product is [Cl:25][C:26]1[CH:27]=[CH:28][C:29]2[N:30]([C:32]([CH:35]([C:38]3[C:39]([F:49])=[C:40]4[C:44](=[CH:45][C:46]=3[F:47])[N:43]([CH3:48])[N:42]=[CH:41]4)[OH:37])=[CH:33][N:34]=2)[N:31]=1. The reactants are FC1C=C(F)C=C2C=1C=NN2C.ClC1C=CC2N(C(C=O)=CN=2)N=1.[Cl:25][C:26]1[CH:27]=[CH:28][C:29]2[N:30]([C:32]([C:35]([C:38]3[C:39]([F:49])=[C:40]4[C:44](=[CH:45][C:46]=3[F:47])[N:43]([CH3:48])[N:42]=[CH:41]4)([OH:37])C)=[CH:33][N:34]=2)[N:31]=1.